Regression/Classification. Given a drug SMILES string, predict its absorption, distribution, metabolism, or excretion properties. Task type varies by dataset: regression for continuous measurements (e.g., permeability, clearance, half-life) or binary classification for categorical outcomes (e.g., BBB penetration, CYP inhibition). Dataset: cyp2c19_veith. From a dataset of CYP2C19 inhibition data for predicting drug metabolism from PubChem BioAssay. (1) The molecule is CN1C(=O)c2ccccc2C(C(=O)O)C1c1cn(C)c2ccccc12. The result is 0 (non-inhibitor). (2) The molecule is COCCNc1ncnc2ccc(-c3ccccc3C(F)(F)F)cc12. The result is 1 (inhibitor). (3) The molecule is CC(C)NC(=O)c1noc2cc([N+](=O)[O-])ccc12. The result is 0 (non-inhibitor). (4) The drug is Cc1nc2ccc(S(=O)(=O)NC(CC(C)C)C(=O)O)cc2s1. The result is 0 (non-inhibitor). (5) The drug is Cc1ccccc1-c1nc(Nc2ccncc2)c2ccccc2n1. The result is 0 (non-inhibitor). (6) The compound is O=C(O)[C@@H]1[C@@H](C(=O)O)[C@]23CCCC2=C2CC[C@@]3(C(=O)O)[C@]3(C(=O)O)C[C@@]213. The result is 0 (non-inhibitor). (7) The compound is COc1ccc(/C=C(\C#N)C(=O)NCC2CCCO2)cc1OC. The result is 0 (non-inhibitor). (8) The molecule is CC1=C(CC(=O)O)c2cc(F)ccc2/C1=C\c1ccc(S(C)=O)cc1. The result is 0 (non-inhibitor). (9) The compound is O=C(c1cccc(F)c1)N1CCC[C@@]2(CCN(c3ccccn3)C2)C1. The result is 0 (non-inhibitor).